From a dataset of NCI-60 drug combinations with 297,098 pairs across 59 cell lines. Regression. Given two drug SMILES strings and cell line genomic features, predict the synergy score measuring deviation from expected non-interaction effect. Drug 1: CC1=C(C(=CC=C1)Cl)NC(=O)C2=CN=C(S2)NC3=CC(=NC(=N3)C)N4CCN(CC4)CCO. Drug 2: C1CN(CCN1C(=O)CCBr)C(=O)CCBr. Cell line: RPMI-8226. Synergy scores: CSS=23.2, Synergy_ZIP=-6.76, Synergy_Bliss=1.99, Synergy_Loewe=8.98, Synergy_HSA=4.98.